From a dataset of Experimentally validated miRNA-target interactions with 360,000+ pairs, plus equal number of negative samples. Binary Classification. Given a miRNA mature sequence and a target amino acid sequence, predict their likelihood of interaction. (1) The miRNA is cel-miR-84-5p with sequence UGAGGUAGUAUGUAAUAUUGUAGA. The protein sequence of the target gene is MALSPGANLVFHEDPKMTPSPPSCGAPGLGSGTIPQPHPDMAQVPMLNLLPSPGLALVPDLNDSLSPVSGEASGLVSENTPRPDDSRAIAPASLQITSSCSGEALDLDSKDVSRPDSQGRLCPASNPILSPSSTEAPRLSSGNHPQSNSEDAFKCLSSKIFKLGQRNSNPSRHELNPFIRHHSREGLVLGHCISRPSSKALLIPTSNSSLDLDSNPLLNMGSRNTSKLNLNVAPDSHGTLIPDTNETITLASHNISESVSKGAFSTTWSTSSKETMNVASSGHSRSDLSVTITQASYVTL.... Result: 0 (no interaction). (2) The miRNA is hsa-miR-376b-5p with sequence CGUGGAUAUUCCUUCUAUGUUU. The protein sequence of the target gene is MNCYLLLRFMLGIPLLWPCLGATENSQTKKVKQPVRSHLRVKRGWVWNQFFVPEEMNTTSHHIGQLRSDLDNGNNSFQYKLLGAGAGSTFIIDERTGDIYAIQKLDREERSLYILRAQVIDIATGRAVEPESEFVIKVSDINDNEPKFLDEPYEAIVPEMSPEGTLVIQVTASDADDPSSGNNARLLYSLLQGQPYFSVEPTTGVIRISSKMDRELQDEYWVIIQAKDMIGQPGALSGTTSVLIKLSDVNDNKPIFKESLYRLTVSESAPTGTSIGTIMAYDNDIGENAEMDYSIEEDDS.... Result: 0 (no interaction). (3) The miRNA is hsa-miR-548ae-3p with sequence CAAAAACUGCAAUUACUUUCA. The protein sequence of the target gene is MSYSVTLTGPGPWGFRLQGGKDFNMPLTISRITPGSKAAQSQLSQGDLVVAIDGVNTDTMTHLEAQNKIKSASYNLSLTLQKSKRPIPISTTAPPIQSPLPVIPHQKDPALDTNGSLATPSPSPEARASPGALEFGDTFSSSFSQTSVCSPLMEASGPVLPLGSPVAKASSEGAQGSVSPKVLPGPSQPRQYNNPIGLYSAETLREMAQMYQMSLRGKASGAGLLGGSLPVKDLAVDSASPVYQAVIKTQSKPEDEADEWARRSSNLQSRSFRILAQMTGTEYMQDPDEEALRRSSTPIE.... Result: 0 (no interaction).